From a dataset of TCR-epitope binding with 47,182 pairs between 192 epitopes and 23,139 TCRs. Binary Classification. Given a T-cell receptor sequence (or CDR3 region) and an epitope sequence, predict whether binding occurs between them. (1) The epitope is MPASWVMRI. Result: 1 (the TCR binds to the epitope). The TCR CDR3 sequence is CASSPGTGINEQYF. (2) The epitope is LLQTGIHVRVSQPSL. The TCR CDR3 sequence is CSVVTFYYEQYF. Result: 0 (the TCR does not bind to the epitope).